From a dataset of NCI-60 drug combinations with 297,098 pairs across 59 cell lines. Regression. Given two drug SMILES strings and cell line genomic features, predict the synergy score measuring deviation from expected non-interaction effect. (1) Drug 2: CC1CCCC2(C(O2)CC(NC(=O)CC(C(C(=O)C(C1O)C)(C)C)O)C(=CC3=CSC(=N3)C)C)C. Drug 1: C1=NC2=C(N1)C(=S)N=CN2. Cell line: A549. Synergy scores: CSS=46.1, Synergy_ZIP=-4.48, Synergy_Bliss=-7.30, Synergy_Loewe=-13.3, Synergy_HSA=-4.67. (2) Drug 1: C1C(C(OC1N2C=NC3=C(N=C(N=C32)Cl)N)CO)O. Drug 2: C1C(C(OC1N2C=NC3=C2NC=NCC3O)CO)O. Cell line: LOX IMVI. Synergy scores: CSS=17.2, Synergy_ZIP=-9.56, Synergy_Bliss=-6.92, Synergy_Loewe=-20.0, Synergy_HSA=-8.83.